From a dataset of Full USPTO retrosynthesis dataset with 1.9M reactions from patents (1976-2016). Predict the reactants needed to synthesize the given product. (1) Given the product [NH2:18][C:15]1[CH:14]=[CH:13][C:12](/[N:11]=[N:10]/[C:7]2[CH:8]=[CH:9][C:4]([N:3]([CH2:21][CH3:22])[CH2:1][CH3:2])=[CH:5][CH:6]=2)=[CH:17][CH:16]=1, predict the reactants needed to synthesize it. The reactants are: [CH2:1]([N:3]([CH2:21][CH3:22])[C:4]1[CH:9]=[CH:8][C:7](/[N:10]=[N:11]/[C:12]2[CH:17]=[CH:16][C:15]([N+:18]([O-])=O)=[CH:14][CH:13]=2)=[CH:6][CH:5]=1)[CH3:2]. (2) Given the product [C:1]([C:5]1[CH:10]=[CH:9][C:8]([S:11]([NH:14][C:15]2[C:16]3[CH:27]=[CH:26][CH:25]=[CH:24][C:17]=3[S:18][C:19]=2[C:20]([OH:22])=[O:21])(=[O:13])=[O:12])=[CH:7][CH:6]=1)([CH3:4])([CH3:2])[CH3:3], predict the reactants needed to synthesize it. The reactants are: [C:1]([C:5]1[CH:10]=[CH:9][C:8]([S:11]([NH:14][C:15]2[C:16]3[CH:27]=[CH:26][CH:25]=[CH:24][C:17]=3[S:18][C:19]=2[C:20]([O:22]C)=[O:21])(=[O:13])=[O:12])=[CH:7][CH:6]=1)([CH3:4])([CH3:3])[CH3:2].[OH-].[Na+].C(#N)C.Cl. (3) Given the product [CH2:1]([C:3]1[CH:8]=[C:7]([CH3:9])[CH:6]=[C:5]([CH2:10][CH3:11])[C:4]=1[C:12]1[C:13](=[O:31])[N:14]([CH3:30])[N:15]=[C:16]([CH2:28][OH:29])[C:17]=1[OH:32])[CH3:2], predict the reactants needed to synthesize it. The reactants are: [CH2:1]([C:3]1[CH:8]=[C:7]([CH3:9])[CH:6]=[C:5]([CH2:10][CH3:11])[C:4]=1[C:12]1[C:13](=[O:31])[N:14]([CH3:30])[N:15]=[C:16]([CH2:28][OH:29])[C:17]=1S(C1C=CC(C)=CC=1)(=O)=O)[CH3:2].[OH-:32].[Na+].Cl. (4) Given the product [CH2:15]([C:22]1[S:29][C:28]2[CH:27]=[C:26]([C:30]([O:32][CH2:33][CH3:34])=[O:31])[NH:25][C:24]=2[CH:23]=1)[C:16]1[CH:17]=[CH:18][CH:19]=[CH:20][CH:21]=1, predict the reactants needed to synthesize it. The reactants are: C(OC(C1NC2C=C(Br)SC=2C=1)=O)C.[CH2:15]([C:22]1[S:29][C:28]2[CH:27]=[C:26]([C:30]([O:32][CH2:33][CH3:34])=[O:31])[NH:25][C:24]=2[CH:23]=1)[C:16]1[CH:21]=[CH:20][CH:19]=[CH:18][CH:17]=1.[Br-].C([Zn+])C1C=CC=CC=1.C1COCC1.[Cl-].[NH4+]. (5) Given the product [CH2:1]([O:3][C:4]1[CH:11]=[C:10]([O:12][CH2:13][CH3:14])[CH:9]=[C:8]([O:15][CH2:16][CH3:17])[C:5]=1[CH:6]=[N+:22]([C:18]([CH3:21])([CH3:20])[CH3:19])[O-:23])[CH3:2], predict the reactants needed to synthesize it. The reactants are: [CH2:1]([O:3][C:4]1[CH:11]=[C:10]([O:12][CH2:13][CH3:14])[CH:9]=[C:8]([O:15][CH2:16][CH3:17])[C:5]=1[CH:6]=O)[CH3:2].[C:18]([NH:22][OH:23])([CH3:21])([CH3:20])[CH3:19]. (6) Given the product [CH2:22]([O:21][C:19]([NH:18][C@H:17]1[CH2:16][CH2:15][N:14]([C:29]([O:31][C:32]([CH3:35])([CH3:34])[CH3:33])=[O:30])[CH2:13][C@H:12]1[N:8]([CH3:7])[CH3:3])=[O:20])[C:23]1[CH:28]=[CH:27][CH:26]=[CH:25][CH:24]=1, predict the reactants needed to synthesize it. The reactants are: C=O.[C:3](O)(=O)C.[C:7]([BH3-])#[N:8].[Na+].N[C@H:12]1[C@@H:17]([NH:18][C:19]([O:21][CH2:22][C:23]2[CH:28]=[CH:27][CH:26]=[CH:25][CH:24]=2)=[O:20])[CH2:16][CH2:15][N:14]([C:29]([O:31][C:32]([CH3:35])([CH3:34])[CH3:33])=[O:30])[CH2:13]1.